From a dataset of NCI-60 drug combinations with 297,098 pairs across 59 cell lines. Regression. Given two drug SMILES strings and cell line genomic features, predict the synergy score measuring deviation from expected non-interaction effect. (1) Drug 1: COC1=C(C=C2C(=C1)N=CN=C2NC3=CC(=C(C=C3)F)Cl)OCCCN4CCOCC4. Drug 2: CC(CN1CC(=O)NC(=O)C1)N2CC(=O)NC(=O)C2. Cell line: T-47D. Synergy scores: CSS=21.8, Synergy_ZIP=-5.89, Synergy_Bliss=-0.274, Synergy_Loewe=1.25, Synergy_HSA=1.87. (2) Drug 1: C1=C(C(=O)NC(=O)N1)F. Drug 2: CC(C)CN1C=NC2=C1C3=CC=CC=C3N=C2N. Cell line: NCIH23. Synergy scores: CSS=31.5, Synergy_ZIP=-5.20, Synergy_Bliss=-11.5, Synergy_Loewe=-12.5, Synergy_HSA=-12.1.